From a dataset of Forward reaction prediction with 1.9M reactions from USPTO patents (1976-2016). Predict the product of the given reaction. (1) The product is: [N+:30]([C:33]1[CH:34]=[CH:35][C:36]([CH2:37][O:38][C:39]([NH:41][CH2:42][CH2:43][S:44][C:45]2[N:46]=[CH:47][N:48]3[CH:52]=[C:51]([Sn:5]([CH2:10][CH2:11][CH2:12][CH3:13])([CH2:6][CH2:7][CH2:8][CH3:9])[CH2:1][CH2:2][CH2:3][CH3:4])[S:50][C:49]=23)=[O:40])=[CH:53][CH:54]=1)([O-:32])=[O:31]. Given the reactants [CH2:1]([Sn:5](Cl)([CH2:10][CH2:11][CH2:12][CH3:13])[CH2:6][CH2:7][CH2:8][CH3:9])[CH2:2][CH2:3][CH3:4].C[Si]([N-][Si](C)(C)C)(C)C.[Li+].C1COCC1.[N+:30]([C:33]1[CH:54]=[CH:53][C:36]([CH2:37][O:38][C:39]([NH:41][CH2:42][CH2:43][S:44][C:45]2[N:46]=[CH:47][N:48]3[CH:52]=[CH:51][S:50][C:49]=23)=[O:40])=[CH:35][CH:34]=1)([O-:32])=[O:31].[Cl-].[NH4+], predict the reaction product. (2) Given the reactants [Cl:1][C:2]1[CH:3]=[C:4]2[C:8](=[CH:9][CH:10]=1)[N:7]([C:11]([C:13]1[CH:14]=[C:15]3[C:20](=[CH:21][C:22]=1[CH3:23])[N:19]1[C:24]([CH:27]([CH:29]4[CH2:31][CH2:30]4)[OH:28])=[N:25][N:26]=[C:18]1[C:17](=[O:32])[NH:16]3)=[O:12])[CH2:6][CH2:5]2.ClCCl.CC(OI1(OC(C)=O)(OC(C)=O)OC(=O)C2C=CC=CC1=2)=O.S([O-])([O-])(=O)=S.[Na+].[Na+], predict the reaction product. The product is: [Cl:1][C:2]1[CH:3]=[C:4]2[C:8](=[CH:9][CH:10]=1)[N:7]([C:11]([C:13]1[CH:14]=[C:15]3[C:20](=[CH:21][C:22]=1[CH3:23])[N:19]1[C:24]([C:27]([CH:29]4[CH2:31][CH2:30]4)=[O:28])=[N:25][N:26]=[C:18]1[C:17](=[O:32])[NH:16]3)=[O:12])[CH2:6][CH2:5]2. (3) Given the reactants [CH2:1]([N:8]1[CH2:19][CH2:18][C:11]2[N:12]=[C:13]([NH2:17])[N:14]=[C:15](Cl)[C:10]=2[CH2:9]1)[C:2]1[CH:7]=[CH:6][CH:5]=[CH:4][CH:3]=1.[Cl:20][C:21]1[CH:26]=[CH:25][CH:24]=[CH:23][C:22]=1B(O)O.C(=O)([O-])[O-].[K+].[K+], predict the reaction product. The product is: [CH2:1]([N:8]1[CH2:19][CH2:18][C:11]2[N:12]=[C:13]([NH2:17])[N:14]=[C:15]([C:22]3[CH:23]=[CH:24][CH:25]=[CH:26][C:21]=3[Cl:20])[C:10]=2[CH2:9]1)[C:2]1[CH:7]=[CH:6][CH:5]=[CH:4][CH:3]=1. (4) Given the reactants [CH3:1][N:2]([CH2:4][C:5]1[N:6]([C:10]2[CH:15]=[CH:14][C:13]([N:16]3[CH2:21][CH2:20][CH2:19][NH:18][C:17]3=[O:22])=[C:12]([F:23])[CH:11]=2)[CH:7]=[CH:8][N:9]=1)[CH3:3].[N:24]([O-])=O.[Na+].[CH:28](=O)[C:29]1[CH:34]=[CH:33][CH:32]=[CH:31][CH:30]=1.[OH-].[Na+], predict the reaction product. The product is: [CH:28](=[N:24][N:18]1[CH2:19][CH2:20][CH2:21][N:16]([C:13]2[CH:14]=[CH:15][C:10]([N:6]3[CH:7]=[CH:8][N:9]=[C:5]3[CH2:4][N:2]([CH3:1])[CH3:3])=[CH:11][C:12]=2[F:23])[C:17]1=[O:22])[C:29]1[CH:34]=[CH:33][CH:32]=[CH:31][CH:30]=1. (5) The product is: [CH3:9][N:10]([C:11]1[CH:16]=[CH:15][CH:14]=[C:13]([N:17]2[CH2:22][CH2:21][O:20][CH2:19][CH2:18]2)[CH:12]=1)[C:2]1[CH:7]=[CH:6][C:5]([OH:8])=[CH:4][CH:3]=1. Given the reactants Br[C:2]1[CH:7]=[CH:6][C:5]([OH:8])=[CH:4][CH:3]=1.[CH3:9][NH:10][C:11]1[CH:16]=[CH:15][CH:14]=[C:13]([N:17]2[CH2:22][CH2:21][O:20][CH2:19][CH2:18]2)[CH:12]=1, predict the reaction product. (6) Given the reactants C(OC([N:8]1[CH2:12][CH2:11][CH:10]([NH:13][C:14]([C:16]2[CH:40]=[CH:39][C:19]3[N:20]([CH3:38])[C:21]([NH:23][C:24]4[S:25][C:26]5[CH:32]=[C:31]([O:33][C:34]([F:37])([F:36])[F:35])[CH:30]=[CH:29][C:27]=5[N:28]=4)=[N:22][C:18]=3[CH:17]=2)=[O:15])[CH2:9]1)=O)(C)(C)C.[ClH:41], predict the reaction product. The product is: [ClH:41].[ClH:41].[NH:8]1[CH2:12][CH2:11][CH:10]([NH:13][C:14]([C:16]2[CH:40]=[CH:39][C:19]3[N:20]([CH3:38])[C:21]([NH:23][C:24]4[S:25][C:26]5[CH:32]=[C:31]([O:33][C:34]([F:35])([F:36])[F:37])[CH:30]=[CH:29][C:27]=5[N:28]=4)=[N:22][C:18]=3[CH:17]=2)=[O:15])[CH2:9]1.